From a dataset of Reaction yield outcomes from USPTO patents with 853,638 reactions. Predict the reaction yield, written as a fraction of the theoretical maximum amount of product (1.0 means a 100% yield; for example, 0.34 means a 34% yield). The reactants are C1(COC([N:11]2[CH2:16][CH2:15][N:14]3[C:17](=[O:26])[O:18][C:19]([CH:23]4[CH2:25][CH2:24]4)([CH:20]4[CH2:22][CH2:21]4)[CH:13]3[CH2:12]2)=O)C=CC=CC=1.[F:27][C:28]1[CH:37]=[CH:36][C:31]([CH2:32][N:33]=[C:34]=[O:35])=[CH:30][CH:29]=1. The catalyst is C(O)C.[C].[Pd]. The product is [CH:23]1([C:19]2([CH:20]3[CH2:22][CH2:21]3)[CH:13]3[CH2:12][N:11]([C:34]([NH:33][CH2:32][C:31]4[CH:30]=[CH:29][C:28]([F:27])=[CH:37][CH:36]=4)=[O:35])[CH2:16][CH2:15][N:14]3[C:17](=[O:26])[O:18]2)[CH2:25][CH2:24]1. The yield is 0.870.